Predict the reactants needed to synthesize the given product. From a dataset of Full USPTO retrosynthesis dataset with 1.9M reactions from patents (1976-2016). (1) Given the product [C:1]([O:5][C:6]([NH:8][CH:9]1[CH2:10][CH2:11][N:12]([CH2:23][C:24]([O:26][CH2:27][CH3:28])=[O:25])[CH2:13][CH2:14]1)=[O:7])([CH3:4])([CH3:2])[CH3:3], predict the reactants needed to synthesize it. The reactants are: [C:1]([O:5][C:6]([NH:8][CH:9]1[CH2:14][CH2:13][NH:12][CH2:11][CH2:10]1)=[O:7])([CH3:4])([CH3:3])[CH3:2].C(N(CC)CC)C.Br[CH2:23][C:24]([O:26][CH2:27][CH3:28])=[O:25]. (2) Given the product [CH2:1]([O:3][C:4]([C:6]1[CH:7]=[C:8]2[C:12](=[CH:13][CH:14]=1)[N:11]([S:21]([CH2:20][CH2:19][Si:18]([CH3:26])([CH3:25])[CH3:17])(=[O:23])=[O:22])[CH:10]=[CH:9]2)=[O:5])[CH3:2], predict the reactants needed to synthesize it. The reactants are: [CH2:1]([O:3][C:4]([C:6]1[CH:7]=[C:8]2[C:12](=[CH:13][CH:14]=1)[NH:11][CH:10]=[CH:9]2)=[O:5])[CH3:2].[H-].[Na+].[CH3:17][Si:18]([CH3:26])([CH3:25])[CH2:19][CH2:20][S:21](Cl)(=[O:23])=[O:22].[Cl-].[NH4+].